This data is from Forward reaction prediction with 1.9M reactions from USPTO patents (1976-2016). The task is: Predict the product of the given reaction. (1) Given the reactants [NH2:1][C:2]1[C:3]([NH:12][CH:13]2[CH2:15][CH2:14]2)=[C:4]([CH:9]=[CH:10][CH:11]=1)[C:5]([NH:7][CH3:8])=[O:6].[NH:16]([C:22]([O:24][C:25]([CH3:28])([CH3:27])[CH3:26])=[O:23])[C@H:17]([C:19](O)=[O:20])[CH3:18].CCN(C(C)C)C(C)C.C1CN([P+](ON2N=NC3C2=CC=CC=3)(N2CCCC2)N2CCCC2)CC1.F[P-](F)(F)(F)(F)F, predict the reaction product. The product is: [CH:13]1([NH:12][C:3]2[C:4]([C:5](=[O:6])[NH:7][CH3:8])=[CH:9][CH:10]=[CH:11][C:2]=2[NH:1][C:19](=[O:20])[C@@H:17]([NH:16][C:22](=[O:23])[O:24][C:25]([CH3:27])([CH3:26])[CH3:28])[CH3:18])[CH2:15][CH2:14]1. (2) Given the reactants Cl.[CH3:2][C:3]1([CH3:14])[CH2:8][C:7]([CH3:10])([CH3:9])[CH2:6][C:5]([CH:12]=[CH2:13])([NH2:11])[CH2:4]1.C([O-])([O-])=O.[Na+].[Na+].Cl[C:22]([O:24][CH3:25])=[O:23], predict the reaction product. The product is: [CH3:2][C:3]1([CH3:14])[CH2:8][C:7]([CH3:9])([CH3:10])[CH2:6][C:5]([NH:11][C:22](=[O:23])[O:24][CH3:25])([CH:12]=[CH2:13])[CH2:4]1. (3) Given the reactants [C:1]([C:3]1[CH:8]=[CH:7][C:6]([NH:9][C:10]2[CH:15]=[C:14]([O:16][C:17]3[C:26]4[C:21](=[CH:22][CH:23]=[CH:24][CH:25]=4)[C:20]([NH:27][C:28](=[O:34])[O:29][C:30]([CH3:33])([CH3:32])[CH3:31])=[CH:19][CH:18]=3)[CH:13]=[CH:12][N:11]=2)=[CH:5][C:4]=1[O:35][CH3:36])#[N:2].[N:37]([Sn](CCCC)(CCCC)CCCC)=[N+:38]=[N-:39], predict the reaction product. The product is: [CH3:36][O:35][C:4]1[CH:5]=[C:6]([NH:9][C:10]2[CH:15]=[C:14]([O:16][C:17]3[C:26]4[C:21](=[CH:22][CH:23]=[CH:24][CH:25]=4)[C:20]([NH:27][C:28](=[O:34])[O:29][C:30]([CH3:31])([CH3:32])[CH3:33])=[CH:19][CH:18]=3)[CH:13]=[CH:12][N:11]=2)[CH:7]=[CH:8][C:3]=1[C:1]1[N:37]=[N:38][NH:39][N:2]=1. (4) Given the reactants C[SiH](C)C1C=CC=CC=1[SiH](C)C.[CH2:13]([N:20]1[CH2:26][CH2:25][CH2:24][CH2:23][CH2:22][C:21]1=O)[C:14]1[CH:19]=[CH:18][CH:17]=[CH:16][CH:15]=1, predict the reaction product. The product is: [CH2:13]([N:20]1[CH2:26][CH2:25][CH2:24][CH2:23][CH2:22][CH2:21]1)[C:14]1[CH:19]=[CH:18][CH:17]=[CH:16][CH:15]=1. (5) Given the reactants [Cr](O[Cr]([O-])(=O)=O)([O-])(=O)=O.[NH+]1C=CC=CC=1.[NH+]1C=CC=CC=1.[CH3:22][CH:23]([OH:31])[CH2:24][CH2:25][CH2:26][CH2:27][CH2:28][CH2:29][CH3:30], predict the reaction product. The product is: [CH3:22][C:23](=[O:31])[CH2:24][CH2:25][CH2:26][CH2:27][CH2:28][CH2:29][CH3:30]. (6) Given the reactants [Si]([O:18][CH2:19][C@@H:20]([NH:31][C:32](=[O:38])[O:33][C:34]([CH3:37])([CH3:36])[CH3:35])[CH2:21][CH2:22][NH:23][C:24](=[O:30])[O:25][C:26]([CH3:29])([CH3:28])[CH3:27])(C(C)(C)C)(C1C=CC=CC=1)C1C=CC=CC=1.[OH-].[Na+].C(O)(=O)C, predict the reaction product. The product is: [OH:18][CH2:19][C@@H:20]([NH:31][C:32](=[O:38])[O:33][C:34]([CH3:37])([CH3:36])[CH3:35])[CH2:21][CH2:22][NH:23][C:24](=[O:30])[O:25][C:26]([CH3:27])([CH3:29])[CH3:28]. (7) Given the reactants [Cl:1][C:2]1[CH:10]=[C:9]2[C:5]([C:6]([C:11]([O:13]C)=[O:12])=[CH:7][NH:8]2)=[CH:4][C:3]=1[C:15]1[CH:20]=[CH:19][C:18]([C@H:21]2[CH2:24][C@H:23]([OH:25])[CH2:22]2)=[CH:17][CH:16]=1.[OH-].[Na+].Cl, predict the reaction product. The product is: [Cl:1][C:2]1[CH:10]=[C:9]2[C:5]([C:6]([C:11]([OH:13])=[O:12])=[CH:7][NH:8]2)=[CH:4][C:3]=1[C:15]1[CH:16]=[CH:17][C:18]([C@H:21]2[CH2:24][C@H:23]([OH:25])[CH2:22]2)=[CH:19][CH:20]=1. (8) Given the reactants C([BH3-])#N.[Na+].[Br:5][C:6]1[N:7]=[C:8]([NH:15][C:16]2[CH:21]=[CH:20][C:19]([CH:22]3[CH2:27][CH2:26][NH:25][CH2:24][CH2:23]3)=[CH:18][CH:17]=2)[C:9]2[N:10]([CH:12]=[CH:13][N:14]=2)[CH:11]=1.[O:28]1[CH2:31][C:30](=O)[CH2:29]1, predict the reaction product. The product is: [Br:5][C:6]1[N:7]=[C:8]([NH:15][C:16]2[CH:17]=[CH:18][C:19]([CH:22]3[CH2:27][CH2:26][N:25]([CH:30]4[CH2:31][O:28][CH2:29]4)[CH2:24][CH2:23]3)=[CH:20][CH:21]=2)[C:9]2[N:10]([CH:12]=[CH:13][N:14]=2)[CH:11]=1.